From a dataset of Full USPTO retrosynthesis dataset with 1.9M reactions from patents (1976-2016). Predict the reactants needed to synthesize the given product. Given the product [Cl:26][C:23]1[CH:24]=[CH:25][C:20](/[CH:19]=[CH:18]/[C:17]([N:16]2[CH:10]3[CH2:9][NH:8][CH2:15][CH:14]2[CH2:13][N:12]([CH2:35][C:36]2[CH:37]=[CH:38][C:39]([F:42])=[CH:40][CH:41]=2)[CH2:11]3)=[O:34])=[C:21]([NH:27][C:28](=[O:33])[CH2:29][N:30]([CH3:31])[CH3:32])[CH:22]=1, predict the reactants needed to synthesize it. The reactants are: C(OC([N:8]1[CH2:15][CH:14]2[N:16]([C:17](=[O:34])/[CH:18]=[CH:19]/[C:20]3[CH:25]=[CH:24][C:23]([Cl:26])=[CH:22][C:21]=3[NH:27][C:28](=[O:33])[CH2:29][N:30]([CH3:32])[CH3:31])[CH:10]([CH2:11][N:12]([CH2:35][C:36]3[CH:41]=[CH:40][C:39]([F:42])=[CH:38][CH:37]=3)[CH2:13]2)[CH2:9]1)=O)(C)(C)C.C([O-])([O-])=O.[Na+].[Na+].